Task: Predict the product of the given reaction.. Dataset: Forward reaction prediction with 1.9M reactions from USPTO patents (1976-2016) (1) The product is: [C:5]([O:4][C:1]1[CH:31]=[CH:30][C:29]([CH2:28][CH2:27][C:20]2[CH:19]=[C:18]3[C:23]([C:24]4[CH:25]=[CH:26][C:14]([O:13][CH2:8][CH2:9][CH2:10][CH2:11][CH3:12])=[CH:15][C:16]=4[CH2:17]3)=[CH:22][CH:21]=2)=[CH:34][CH:2]=1)(=[O:7])[CH3:6]. Given the reactants [C:1]([O:4][C:5](=[O:7])[CH3:6])(=O)[CH3:2].[CH2:8]([O:13][C:14]1[CH:26]=[CH:25][C:24]2[C:23]3[C:18](=[CH:19][C:20]([CH2:27][CH2:28][C:29]4[CH:34]=CC(O)=[CH:31][CH:30]=4)=[CH:21][CH:22]=3)[CH2:17][C:16]=2[CH:15]=1)[CH2:9][CH2:10][CH2:11][CH3:12].N1C=CC=CC=1, predict the reaction product. (2) Given the reactants [Mg].II.Br[CH:5]=[C:6]([CH3:8])[CH3:7].[CH2:9]([Sn:13](Cl)([CH2:18][CH2:19][CH2:20][CH3:21])[CH2:14][CH2:15][CH2:16][CH3:17])[CH2:10][CH2:11][CH3:12], predict the reaction product. The product is: [CH:5]([Sn:13]([CH2:14][CH2:15][CH2:16][CH3:17])([CH2:18][CH2:19][CH2:20][CH3:21])[CH2:9][CH2:10][CH2:11][CH3:12])=[C:6]([CH3:8])[CH3:7]. (3) Given the reactants CI.[C:3](=O)([O-])[O-].[K+].[K+].[CH3:9][CH:10]([CH3:42])[C@H:11]([NH:19][CH2:20][C@H:21]1[CH2:26][CH2:25][CH2:24][C@@H:23]([O:27][CH2:28][C:29]2[N:30]=[C:31]([C:35]3[CH:40]=[CH:39][C:38]([CH3:41])=[CH:37][CH:36]=3)[O:32][C:33]=2[CH3:34])[CH2:22]1)[C:12]([O:14]C(C)(C)C)=[O:13].[C:43]([OH:49])([C:45]([F:48])([F:47])[F:46])=[O:44], predict the reaction product. The product is: [F:46][C:45]([F:48])([F:47])[C:43]([OH:49])=[O:44].[CH3:3][N:19]([CH2:20][C@H:21]1[CH2:26][CH2:25][CH2:24][C@@H:23]([O:27][CH2:28][C:29]2[N:30]=[C:31]([C:35]3[CH:36]=[CH:37][C:38]([CH3:41])=[CH:39][CH:40]=3)[O:32][C:33]=2[CH3:34])[CH2:22]1)[C@@H:11]([CH:10]([CH3:9])[CH3:42])[C:12]([OH:14])=[O:13]. (4) Given the reactants [Cl:1][C:2]1[C:3]([C:9]2[N:14]=[C:13]([NH:15][CH2:16][CH:17]3[CH2:22][CH2:21][O:20][CH2:19][CH2:18]3)[CH:12]=[N:11][CH:10]=2)=[CH:4][C:5](F)=[N:6][CH:7]=1.[OH-].[NH4+:24], predict the reaction product. The product is: [NH2:24][C:5]1[CH:4]=[C:3]([C:9]2[N:14]=[C:13]([NH:15][CH2:16][CH:17]3[CH2:22][CH2:21][O:20][CH2:19][CH2:18]3)[CH:12]=[N:11][CH:10]=2)[C:2]([Cl:1])=[CH:7][N:6]=1. (5) The product is: [N:20]1[NH:19][C:18]([C:17]2[C:11]3[C:12](=[N:13][CH:14]=[C:9]([C:45]4[CH:46]=[N:47][CH:48]=[C:49]([CH:53]=4)[C:50]([NH2:52])=[O:51])[CH:10]=3)[NH:15][CH:16]=2)=[CH:22][CH:21]=1. Given the reactants CC1(C)C(C)(C)OB([C:9]2[CH:10]=[C:11]3[C:17]([C:18]4[N:19](S(C5C=CC(C)=CC=5)(=O)=O)[N:20]=[CH:21][CH:22]=4)=[CH:16][N:15](S(C4C=CC(C)=CC=4)(=O)=O)[C:12]3=[N:13][CH:14]=2)O1.Br[C:45]1[CH:46]=[N:47][CH:48]=[C:49]([CH:53]=1)[C:50]([NH2:52])=[O:51].ClCCl, predict the reaction product. (6) Given the reactants [P:1]([Cl:4])(Cl)[Cl:2].[CH2:5]([S:13][CH2:14][CH2:15][Mg]Br)[CH2:6][CH2:7][CH2:8][CH2:9][CH2:10][CH2:11][CH3:12].Cl, predict the reaction product. The product is: [CH2:5]([S:13][CH2:14][CH2:15][P:1]([Cl:4])[Cl:2])[CH2:6][CH2:7][CH2:8][CH2:9][CH2:10][CH2:11][CH3:12]. (7) Given the reactants BrCC1C=C(C2OC=CC=2)N(C)N=1.[C:14]1([C:20]2[O:24][N:23]=[C:22]([CH2:25]P(=O)(OCC)OCC)[N:21]=2)[CH:19]=[CH:18][CH:17]=[CH:16][CH:15]=1.[C:34]([O:38][C:39]([N:41]1[C:44](=O)[CH2:43][CH2:42]1)=[O:40])([CH3:37])([CH3:36])[CH3:35], predict the reaction product. The product is: [C:34]([O:38][C:39]([N:41]1[CH2:44][C:43](=[CH:25][C:22]2[N:21]=[C:20]([C:14]3[CH:15]=[CH:16][CH:17]=[CH:18][CH:19]=3)[O:24][N:23]=2)[CH2:42]1)=[O:40])([CH3:37])([CH3:35])[CH3:36]. (8) Given the reactants [C:1]1([C:7]2[CH:12]=[C:11]([CH:13]3[CH2:18][CH2:17][N:16]([CH2:19][CH2:20][N:21]4[CH2:26][CH2:25][O:24][CH2:23][CH2:22]4)[CH2:15][CH2:14]3)[CH:10]=[CH:9][C:8]=2[NH:27][C:28]([C:30]2[N:31](COCC[Si](C)(C)C)[CH:32]=[C:33]([C:35]#[N:36])[N:34]=2)=[O:29])[CH2:6][CH2:5][CH2:4][CH2:3][CH:2]=1.[C:45]([OH:51])([C:47]([F:50])([F:49])[F:48])=[O:46], predict the reaction product. The product is: [F:48][C:47]([F:50])([F:49])[C:45]([OH:51])=[O:46].[C:1]1([C:7]2[CH:12]=[C:11]([CH:13]3[CH2:18][CH2:17][N:16]([CH2:19][CH2:20][N:21]4[CH2:26][CH2:25][O:24][CH2:23][CH2:22]4)[CH2:15][CH2:14]3)[CH:10]=[CH:9][C:8]=2[NH:27][C:28]([C:30]2[NH:31][CH:32]=[C:33]([C:35]#[N:36])[N:34]=2)=[O:29])[CH2:6][CH2:5][CH2:4][CH2:3][CH:2]=1. (9) Given the reactants [Cl-].[CH3:2][O:3][CH2:4][P+](C1C=CC=CC=1)(C1C=CC=CC=1)C1C=CC=CC=1.[CH3:24][Si](C)(C)[N-][Si](C)(C)C.[Li+].[C:34]([Si:38]([CH3:56])([CH3:55])[O:39][CH2:40][CH2:41][CH2:42][N:43]1[C:47]2[CH:48]=[CH:49][C:50](C=O)=[CH:51][C:46]=2[O:45][C:44]1=[O:54])([CH3:37])([CH3:36])[CH3:35].[Cl-].[NH4+], predict the reaction product. The product is: [Si:38]([O:39][CH2:40][CH2:41][CH2:42][N:43]1[C:47]2[C:48](/[CH:24]=[CH:4]/[O:3][CH3:2])=[CH:49][CH:50]=[CH:51][C:46]=2[O:45][C:44]1=[O:54])([C:34]([CH3:36])([CH3:37])[CH3:35])([CH3:56])[CH3:55].